From a dataset of Catalyst prediction with 721,799 reactions and 888 catalyst types from USPTO. Predict which catalyst facilitates the given reaction. (1) Reactant: [Cl:1][C:2]1[CH:24]=[CH:23][CH:22]=[CH:21][C:3]=1[O:4][C:5]1[C:18](=[O:19])[N:17]([CH3:20])[C:8]2[N:9]=[C:10](S(C)(=O)=O)[N:11]=[CH:12][C:7]=2[CH:6]=1.[NH2:25][CH2:26][CH2:27][CH2:28][N:29]1[CH2:34][CH2:33][N:32]([CH3:35])[CH2:31][CH2:30]1.CCOCC. Product: [Cl:1][C:2]1[CH:24]=[CH:23][CH:22]=[CH:21][C:3]=1[O:4][C:5]1[C:18](=[O:19])[N:17]([CH3:20])[C:8]2[N:9]=[C:10]([NH:25][CH2:26][CH2:27][CH2:28][N:29]3[CH2:30][CH2:31][N:32]([CH3:35])[CH2:33][CH2:34]3)[N:11]=[CH:12][C:7]=2[CH:6]=1. The catalyst class is: 60. (2) Reactant: [Cl:1][C:2]1[C:3]([N:8]2[C:12]([C:13](Cl)=[O:14])=[CH:11][C:10]([C:16]([F:19])([F:18])[F:17])=[N:9]2)=[N:4][CH:5]=[CH:6][CH:7]=1.[NH2:20][C:21]1[C:29]([CH3:30])=[CH:28][C:27]([Cl:31])=[CH:26][C:22]=1[C:23](O)=[O:24].C(N(CC)CC)C.CS(Cl)(=O)=O. Product: [Cl:31][C:27]1[CH:28]=[C:29]([CH3:30])[C:21]2[N:20]=[C:13]([C:12]3[N:8]([C:3]4[C:2]([Cl:1])=[CH:7][CH:6]=[CH:5][N:4]=4)[N:9]=[C:10]([C:16]([F:19])([F:18])[F:17])[CH:11]=3)[O:14][C:23](=[O:24])[C:22]=2[CH:26]=1. The catalyst class is: 10. (3) Product: [OH:22][CH2:21][C:20]1[C:15]([N:8]2[CH2:7][CH2:6][N:5]3[C:4]4[CH2:3][C:2]([CH3:1])([CH3:42])[CH2:13][C:12]=4[CH:11]=[C:10]3[C:9]2=[O:14])=[CH:16][N:17]=[CH:18][C:19]=1[C:23]1[CH:28]=[C:27]([NH:29][C:30]2[CH:39]=[C:33]3[CH2:34][N:35]([CH3:38])[CH2:36][CH2:37][N:32]3[N:31]=2)[C:26](=[O:40])[N:25]([CH3:41])[CH:24]=1. The catalyst class is: 5. Reactant: [CH3:1][C:2]1([CH3:42])[CH2:13][C:12]2[CH:11]=[C:10]3[N:5]([CH2:6][CH2:7][N:8]([C:15]4[CH:16]=[N:17][CH:18]=[C:19]([C:23]5[CH:28]=[C:27]([NH:29][C:30]6[CH:39]=[C:33]7[CH2:34][N:35]([CH3:38])[CH2:36][CH2:37][N:32]7[N:31]=6)[C:26](=[O:40])[N:25]([CH3:41])[CH:24]=5)[C:20]=4[CH:21]=[O:22])[C:9]3=[O:14])[C:4]=2[CH2:3]1.[BH4-].[Na+]. (4) Reactant: [NH2:1][C:2]1[CH:3]=[N:4][C:5]2[C:10]([C:11]=1[NH:12][CH2:13][C:14]1([OH:19])[CH2:18][CH2:17][CH2:16][CH2:15]1)=[CH:9][CH:8]=[CH:7][CH:6]=2.C(N(CC)CC)C.[CH2:27]([O:29][CH2:30][C:31](Cl)=O)[CH3:28]. Product: [CH2:27]([O:29][CH2:30][C:31]1[N:12]([CH2:13][C:14]2([OH:19])[CH2:18][CH2:17][CH2:16][CH2:15]2)[C:11]2[C:10]3[CH:9]=[CH:8][CH:7]=[CH:6][C:5]=3[N:4]=[CH:3][C:2]=2[N:1]=1)[CH3:28]. The catalyst class is: 4. (5) The catalyst class is: 2. Product: [ClH:40].[CH3:29][O:30][C:31]1[CH:32]=[CH:33][C:34]([S:37]([NH:3][CH:4]([C:16]2[CH:21]=[CH:20][CH:19]=[CH:18][CH:17]=2)[C:5]([O:7][C@@H:8]2[CH:13]3[CH2:12][CH2:11][N:10]([CH2:15][CH2:14]3)[CH2:9]2)=[O:6])(=[O:39])=[O:38])=[CH:35][CH:36]=1. Reactant: Cl.Cl.[NH2:3][CH:4]([C:16]1[CH:21]=[CH:20][CH:19]=[CH:18][CH:17]=1)[C:5]([O:7][C@@H:8]1[CH:13]2[CH2:14][CH2:15][N:10]([CH2:11][CH2:12]2)[CH2:9]1)=[O:6].C(N(CC)CC)C.[CH3:29][O:30][C:31]1[CH:36]=[CH:35][C:34]([S:37]([Cl:40])(=[O:39])=[O:38])=[CH:33][CH:32]=1.